From a dataset of Full USPTO retrosynthesis dataset with 1.9M reactions from patents (1976-2016). Predict the reactants needed to synthesize the given product. (1) Given the product [OH:20][CH2:19][CH2:21][NH:22][C:5]([C@@H:4]([NH:8][C:9](=[O:17])[C:10]1[CH:15]=[CH:14][CH:13]=[C:12]([CH3:16])[CH:11]=1)[CH2:3][CH:2]([CH3:1])[CH3:18])=[O:7], predict the reactants needed to synthesize it. The reactants are: [CH3:1][CH:2]([CH3:18])[CH2:3][C@H:4]([NH:8][C:9](=[O:17])[C:10]1[CH:15]=[CH:14][CH:13]=[C:12]([CH3:16])[CH:11]=1)[C:5]([OH:7])=O.[CH2:19]([CH2:21][NH2:22])[OH:20].C1C=CC2N(O)N=NC=2C=1.CCN=C=NCCCN(C)C. (2) Given the product [CH3:19][O:18][C:11]1[CH:12]=[CH:13][C:14]([O:16][CH3:17])=[CH:15][C:10]=1[CH2:9][O:8][C:4]1[CH:5]=[N:6][CH:7]=[C:2]([N:32]2[CH2:37][CH2:36][NH:35][CH2:34][CH2:33]2)[N:3]=1, predict the reactants needed to synthesize it. The reactants are: Cl[C:2]1[CH:7]=[N:6][CH:5]=[C:4]([O:8][CH2:9][C:10]2[CH:15]=[C:14]([O:16][CH3:17])[CH:13]=[CH:12][C:11]=2[O:18][CH3:19])[N:3]=1.COC1C=CC(OC)=CC=1CO.[NH:32]1[CH2:37][CH2:36][NH:35][CH2:34][CH2:33]1.C([O-])([O-])=O.[K+].[K+].